From a dataset of Full USPTO retrosynthesis dataset with 1.9M reactions from patents (1976-2016). Predict the reactants needed to synthesize the given product. (1) Given the product [CH3:2][CH:3]([CH2:13][CH2:14][CH2:15][CH:16]([CH3:28])[CH2:17][CH2:18][CH2:19][CH:20]([CH3:27])[CH2:21][CH2:22][CH2:23][CH:24]([CH3:26])[CH3:25])[CH2:4][CH2:5][O:6][C:7](=[O:12])[C:8]([OH:11])([OH:1])[CH3:9], predict the reactants needed to synthesize it. The reactants are: [OH2:1].[CH3:2][CH:3]([CH2:13][CH2:14][CH2:15][CH:16]([CH3:28])[CH2:17][CH2:18][CH2:19][CH:20]([CH3:27])[CH2:21][CH2:22][CH2:23][CH:24]([CH3:26])[CH3:25])[CH2:4][CH2:5][O:6][C:7](=[O:12])[CH:8]([OH:11])[CH2:9]O. (2) Given the product [N:1]1[CH:6]=[CH:5][CH:4]=[C:3]([CH:7]=[C:8]2[CH:13]([OH:14])[CH:12]3[CH2:11][CH2:10][N:9]2[CH2:16][CH2:15]3)[CH:2]=1, predict the reactants needed to synthesize it. The reactants are: [N:1]1[CH:6]=[CH:5][CH:4]=[C:3]([CH:7]=[C:8]2[C:13](=[O:14])[CH:12]3[CH2:15][CH2:16][N:9]2[CH2:10][CH2:11]3)[CH:2]=1.[BH4-].[Na+].CC(C)=O.[BH4-]. (3) Given the product [N:26]1([C:12]2[N:13]=[C:8]([N:26]3[C:30]4[CH:31]=[CH:32][CH:33]=[CH:34][C:29]=4[N:28]=[CH:27]3)[N:9]=[C:10]([NH:15][CH2:16][C:17]3[CH:18]=[CH:19][C:20]([F:23])=[CH:21][CH:22]=3)[N:11]=2)[C:30]2[CH:31]=[CH:32][CH:33]=[CH:34][C:29]=2[N:28]=[CH:27]1, predict the reactants needed to synthesize it. The reactants are: FC1C=CC(CO[C:8]2[N:13]=[C:12](Cl)[N:11]=[C:10]([NH:15][CH2:16][C:17]3[CH:22]=[CH:21][C:20]([F:23])=[CH:19][CH:18]=3)[N:9]=2)=CC=1.[N:26]1[C:30]2[CH:31]=[CH:32][CH:33]=[CH:34][C:29]=2[NH:28][CH:27]=1.C([O-])([O-])=O.[K+].[K+]. (4) Given the product [Si:1]([O:8][C:9]1[CH:10]=[C:11]([CH:14]=[CH:15][C:16]=1[O:17][CH3:18])[CH2:12][NH:20][C:21]1([C:24]([O:26][CH3:27])=[O:25])[CH2:23][CH2:22]1)([C:4]([CH3:7])([CH3:6])[CH3:5])([CH3:3])[CH3:2], predict the reactants needed to synthesize it. The reactants are: [Si:1]([O:8][C:9]1[CH:10]=[C:11]([CH:14]=[CH:15][C:16]=1[O:17][CH3:18])[CH:12]=O)([C:4]([CH3:7])([CH3:6])[CH3:5])([CH3:3])[CH3:2].Cl.[NH2:20][C:21]1([C:24]([O:26][CH3:27])=[O:25])[CH2:23][CH2:22]1. (5) Given the product [CH3:1][O:2][C:3](=[O:20])[CH2:4][N:5]([C:6]1[CH:11]=[C:10]([N:47]2[C:37]3[N:38]=[C:39]([N:41]4[CH2:42][CH2:43][O:44][CH2:45][CH2:46]4)[N:40]=[C:35]([C:32]4[CH:33]=[N:34][C:29]([N:28]([CH2:50][C:51]5[CH:56]=[CH:55][C:54]([O:57][CH3:58])=[CH:53][CH:52]=5)[CH2:27][C:26]5[CH:59]=[CH:60][C:23]([O:22][CH3:21])=[CH:24][CH:25]=5)=[N:30][CH:31]=4)[C:36]=3[CH2:49][CH2:48]2)[CH:9]=[CH:8][N:7]=1)[C:13]([O:15][C:16]([CH3:19])([CH3:18])[CH3:17])=[O:14], predict the reactants needed to synthesize it. The reactants are: [CH3:1][O:2][C:3](=[O:20])[CH2:4][N:5]([C:13]([O:15][C:16]([CH3:19])([CH3:18])[CH3:17])=[O:14])[C:6]1[CH:11]=[C:10](Cl)[CH:9]=[CH:8][N:7]=1.[CH3:21][O:22][C:23]1[CH:60]=[CH:59][C:26]([CH2:27][N:28]([CH2:50][C:51]2[CH:56]=[CH:55][C:54]([O:57][CH3:58])=[CH:53][CH:52]=2)[C:29]2[N:34]=[CH:33][C:32]([C:35]3[C:36]4[CH2:49][CH2:48][NH:47][C:37]=4[N:38]=[C:39]([N:41]4[CH2:46][CH2:45][O:44][CH2:43][CH2:42]4)[N:40]=3)=[CH:31][N:30]=2)=[CH:25][CH:24]=1.COC1C=CC=C(OC)C=1C1C=CC=CC=1P(C1CCCCC1)C1CCCCC1.P([O-])([O-])([O-])=O.[K+].[K+].[K+].